Dataset: Forward reaction prediction with 1.9M reactions from USPTO patents (1976-2016). Task: Predict the product of the given reaction. (1) Given the reactants [CH:1]([C:3]1[NH:7][CH:6]=[C:5]([C:8]([O:10][CH2:11][CH3:12])=[O:9])[C:4]=1[CH3:13])=[O:2].[H-].[Na+].[CH2:16](Cl)[C:17]1[CH:24]=[CH:23][C:20]([O:21][CH3:22])=[CH:19][CH:18]=1.[NH4+].[Cl-], predict the reaction product. The product is: [CH:1]([C:3]1[N:7]([CH2:16][C:17]2[CH:24]=[CH:23][C:20]([O:21][CH3:22])=[CH:19][CH:18]=2)[CH:6]=[C:5]([C:8]([O:10][CH2:11][CH3:12])=[O:9])[C:4]=1[CH3:13])=[O:2]. (2) Given the reactants [F:1][C:2]([F:7])([F:6])[CH:3]([OH:5])[CH3:4].[H-].[Na+].F[C:11]1[CH:18]=[CH:17][C:14]([C:15]#[N:16])=[CH:13][CH:12]=1.Cl, predict the reaction product. The product is: [F:1][C:2]([F:7])([F:6])[CH:3]([CH3:4])[O:5][C:11]1[CH:18]=[CH:17][C:14]([C:15]#[N:16])=[CH:13][CH:12]=1. (3) Given the reactants [CH:1](O)=[O:2].C(OC(=O)C)(=O)C.Cl.[NH2:12][CH2:13][C:14]1[N:19]=[C:18]([N:20]2[CH2:25][CH2:24][N:23]([C:26]([O:28][C:29]([CH3:32])([CH3:31])[CH3:30])=[O:27])[CH2:22][CH2:21]2)[C:17]([C:33]([O:35][CH3:36])=[O:34])=[CH:16][CH:15]=1.C(=O)(O)[O-].[Na+], predict the reaction product. The product is: [CH:1]([NH:12][CH2:13][C:14]1[N:19]=[C:18]([N:20]2[CH2:25][CH2:24][N:23]([C:26]([O:28][C:29]([CH3:32])([CH3:31])[CH3:30])=[O:27])[CH2:22][CH2:21]2)[C:17]([C:33]([O:35][CH3:36])=[O:34])=[CH:16][CH:15]=1)=[O:2].